Task: Regression/Classification. Given a drug SMILES string, predict its absorption, distribution, metabolism, or excretion properties. Task type varies by dataset: regression for continuous measurements (e.g., permeability, clearance, half-life) or binary classification for categorical outcomes (e.g., BBB penetration, CYP inhibition). For this dataset (ppbr_az), we predict Y.. Dataset: Plasma protein binding rate (PPBR) regression data from AstraZeneca (1) The drug is O=C1Nc2ccc(Cl)cc2C(c2ccccc2Cl)=NC1O. The Y is 92.8 %. (2) The molecule is CC(C)Oc1cc2ncc(C(N)=O)c(Nc3ccc(Cl)c(Cl)c3)c2cc1N1CCN(C)CC1. The Y is 99.0 %.